Predict the reaction yield, written as a fraction of the theoretical maximum amount of product (1.0 means a 100% yield; for example, 0.34 means a 34% yield). From a dataset of Reaction yield outcomes from USPTO patents with 853,638 reactions. The reactants are [Br:1][C:2]1[C:3]([O:11][CH3:12])=[C:4]2[C:8](=[CH:9][CH:10]=1)[NH:7][N:6]=[CH:5]2.[H-].[Na+].[CH3:15]I. The catalyst is CN(C)C=O.O.C(OCC)(=O)C. The product is [Br:1][C:2]1[C:3]([O:11][CH3:12])=[C:4]2[C:8](=[CH:9][CH:10]=1)[N:7]([CH3:15])[N:6]=[CH:5]2. The yield is 0.660.